Dataset: Reaction yield outcomes from USPTO patents with 853,638 reactions. Task: Predict the reaction yield, written as a fraction of the theoretical maximum amount of product (1.0 means a 100% yield; for example, 0.34 means a 34% yield). The reactants are [CH2:1]([O:3][C:4]([O:6][CH2:7][CH2:8][O:9][C:10]([C:12]1[N:13]=[C:14]([C:43]([F:46])([F:45])[F:44])[N:15]2[CH2:20][CH2:19][N:18]([C:21](=[O:42])[CH2:22][C@H:23]([NH:34]C(OC(C)(C)C)=O)[CH2:24][C:25]3[CH:30]=[C:29]([F:31])[C:28]([F:32])=[CH:27][C:26]=3[F:33])[CH2:17][C:16]=12)=[O:11])=[O:5])[CH3:2].[ClH:47]. The catalyst is C(OCC)(=O)C. The product is [ClH:47].[CH2:1]([O:3][C:4]([O:6][CH2:7][CH2:8][O:9][C:10]([C:12]1[N:13]=[C:14]([C:43]([F:44])([F:45])[F:46])[N:15]2[CH2:20][CH2:19][N:18]([C:21](=[O:42])[CH2:22][C@H:23]([NH2:34])[CH2:24][C:25]3[CH:30]=[C:29]([F:31])[C:28]([F:32])=[CH:27][C:26]=3[F:33])[CH2:17][C:16]=12)=[O:11])=[O:5])[CH3:2]. The yield is 0.850.